Dataset: Full USPTO retrosynthesis dataset with 1.9M reactions from patents (1976-2016). Task: Predict the reactants needed to synthesize the given product. Given the product [Cl:1][C:2]1[CH:10]=[CH:9][C:5]([C:6]([O:8][CH3:17])=[O:7])=[C:4]([CH3:11])[CH:3]=1, predict the reactants needed to synthesize it. The reactants are: [Cl:1][C:2]1[CH:10]=[CH:9][C:5]([C:6]([OH:8])=[O:7])=[C:4]([CH3:11])[CH:3]=1.OS(O)(=O)=O.[CH3:17]O.